This data is from Blood-brain barrier permeability classification from the B3DB database. The task is: Regression/Classification. Given a drug SMILES string, predict its absorption, distribution, metabolism, or excretion properties. Task type varies by dataset: regression for continuous measurements (e.g., permeability, clearance, half-life) or binary classification for categorical outcomes (e.g., BBB penetration, CYP inhibition). Dataset: b3db_classification. (1) The molecule is Nc1ccn([C@@H]2CS[C@H](CO)O2)c(=O)n1. The result is 0 (does not penetrate BBB). (2) The molecule is O=C1C(CCC(O)c2ccc(F)cc2)C(c2ccc(O)cc2)N1c1ccc(F)cc1. The result is 0 (does not penetrate BBB). (3) The molecule is NNCC1CCCCC1. The result is 1 (penetrates BBB). (4) The compound is CN1C(=O)NC(=O)C(C)(C2=CCCCC2)C1=O. The result is 1 (penetrates BBB). (5) The compound is CN(C)CC[C@@H](c1ccccc1)C1CCCCC1. The result is 1 (penetrates BBB). (6) The molecule is CC(=O)OCC(=O)C1(OC(=O)C(C)C)C(C)CC2C3CCC4=CC(=O)C=CC4(C)C3(F)C(O)CC21C. The result is 1 (penetrates BBB).